This data is from Forward reaction prediction with 1.9M reactions from USPTO patents (1976-2016). The task is: Predict the product of the given reaction. Given the reactants [CH3:1][O:2][C:3]1[CH:12]=[C:11]([O:13][CH3:14])[CH:10]=[C:9]2[C:4]=1[C:5](=[O:34])[NH:6][C:7]([C:15]1[CH:20]=[CH:19][C:18]([CH:21]3[CH2:26][CH2:25][N:24](C(OC(C)(C)C)=O)[CH2:23][CH2:22]3)=[CH:17][CH:16]=1)=[N:8]2.Cl, predict the reaction product. The product is: [CH3:1][O:2][C:3]1[CH:12]=[C:11]([O:13][CH3:14])[CH:10]=[C:9]2[C:4]=1[C:5](=[O:34])[NH:6][C:7]([C:15]1[CH:16]=[CH:17][C:18]([CH:21]3[CH2:26][CH2:25][NH:24][CH2:23][CH2:22]3)=[CH:19][CH:20]=1)=[N:8]2.